Dataset: Reaction yield outcomes from USPTO patents with 853,638 reactions. Task: Predict the reaction yield, written as a fraction of the theoretical maximum amount of product (1.0 means a 100% yield; for example, 0.34 means a 34% yield). (1) The reactants are [CH2:1]([CH:8]([C:12]([OH:14])=[O:13])[C:9]([OH:11])=[O:10])[C:2]1[CH:7]=[CH:6][CH:5]=[CH:4][CH:3]=1.S(Cl)(Cl)=O.[CH3:19]O. No catalyst specified. The product is [CH2:1]([CH:8]([C:9]([O:11][CH3:19])=[O:10])[C:12]([OH:14])=[O:13])[C:2]1[CH:7]=[CH:6][CH:5]=[CH:4][CH:3]=1. The yield is 0.350. (2) The reactants are [F:1][C:2]1[CH:7]=[CH:6][CH:5]=[C:4]([F:8])[C:3]=1[C:9]1[NH:13][CH:12]=[C:11]([C:14](OCC)=[O:15])[CH:10]=1.[H-].C([Al+]CC(C)C)C(C)C.O. The catalyst is O1CCCC1.C1(C)C=CC=CC=1.C(OCC)(=O)C.S([O-])([O-])(=O)=O.[Mg+2]. The product is [F:1][C:2]1[CH:7]=[CH:6][CH:5]=[C:4]([F:8])[C:3]=1[C:9]1[NH:13][CH:12]=[C:11]([CH2:14][OH:15])[CH:10]=1. The yield is 0.970. (3) The yield is 0.800. The reactants are [N:1]([CH2:4][CH:5]1[O:10][C:9]2[C:11](Br)=[CH:12][CH:13]=[CH:14][C:8]=2[N:7]([C:16]([O:18][C:19]([CH3:22])([CH3:21])[CH3:20])=[O:17])[CH2:6]1)=[N+:2]=[N-:3].[Cl:23][C:24]1[CH:29]=[CH:28][C:27]([Cl:30])=[CH:26][C:25]=1B(O)O.C(=O)([O-])[O-].[K+].[K+]. The catalyst is O1CCOCC1.O. The product is [N:1]([CH2:4][CH:5]1[O:10][C:9]2[C:11]([C:28]3[CH:29]=[C:24]([Cl:23])[CH:25]=[CH:26][C:27]=3[Cl:30])=[CH:12][CH:13]=[CH:14][C:8]=2[N:7]([C:16]([O:18][C:19]([CH3:22])([CH3:21])[CH3:20])=[O:17])[CH2:6]1)=[N+:2]=[N-:3]. (4) The yield is 0.820. The product is [Cl:19][CH2:2][CH2:3][CH2:4][O:5][C:6]1[CH:13]=[CH:12][C:9]([CH:10]=[O:11])=[C:8]([CH3:14])[CH:7]=1. The catalyst is C(#N)C. The reactants are I[CH2:2][CH2:3][CH2:4][O:5][C:6]1[CH:13]=[CH:12][C:9]([CH:10]=[O:11])=[C:8]([CH3:14])[CH:7]=1.BrCCC[Cl:19].CC1C=C(O)C=CC=1C=O.C([O-])([O-])=O.[K+].[K+]. (5) The reactants are [CH2:1]([O:3][C:4](=[O:14])[C:5]([CH3:13])([CH:7]1[CH2:12][CH2:11][NH:10][CH2:9][CH2:8]1)[CH3:6])[CH3:2].Cl[C:16]1[CH:21]=[CH:20][C:19]([N+:22]([O-:24])=[O:23])=[CH:18][N:17]=1.C(N(C(C)C)CC)(C)C. The catalyst is O1CCCC1. The product is [CH2:1]([O:3][C:4](=[O:14])[C:5]([CH3:13])([CH:7]1[CH2:12][CH2:11][N:10]([C:16]2[CH:21]=[CH:20][C:19]([N+:22]([O-:24])=[O:23])=[CH:18][N:17]=2)[CH2:9][CH2:8]1)[CH3:6])[CH3:2]. The yield is 0.920.